This data is from Catalyst prediction with 721,799 reactions and 888 catalyst types from USPTO. The task is: Predict which catalyst facilitates the given reaction. (1) Reactant: [CH3:1][C:2]1[CH:10]=[C:9]2[C:5]([CH:6]=[N:7][NH:8]2)=[CH:4][C:3]=1[C:11]#[N:12].C(=O)(O)[O-].[Na+].Cl.[NH2:19][OH:20]. The catalyst class is: 8. Product: [OH:20][NH:19][C:11]([C:3]1[CH:4]=[C:5]2[C:9](=[CH:10][C:2]=1[CH3:1])[NH:8][N:7]=[CH:6]2)=[NH:12]. (2) Reactant: Br[CH2:2][C:3]([C:5]1[CH:10]=[CH:9][CH:8]=[C:7]([Cl:11])[CH:6]=1)=[O:4].[C:12]1(=[O:22])[NH:16][C:15](=[O:17])[C:14]2=[CH:18][CH:19]=[CH:20][CH:21]=[C:13]12.[K]. Product: [Cl:11][C:7]1[CH:6]=[C:5]([C:3](=[O:4])[CH2:2][N:16]2[C:12](=[O:22])[C:13]3[C:14](=[CH:18][CH:19]=[CH:20][CH:21]=3)[C:15]2=[O:17])[CH:10]=[CH:9][CH:8]=1. The catalyst class is: 9.